Dataset: Forward reaction prediction with 1.9M reactions from USPTO patents (1976-2016). Task: Predict the product of the given reaction. (1) Given the reactants C(O)(=O)C.[CH2:5]([O:7][C:8]([CH:10]1[CH2:15][CH2:14][CH:13]([O:16][C:17]2[CH:22]=[CH:21][C:20]([NH:23][C:24]([C:26]3[O:27][C:28]([NH:31][C:32]4[CH:37]=[CH:36][C:35]([F:38])=[CH:34][CH:33]=4)=[N:29][N:30]=3)=O)=[C:19]([NH2:39])[CH:18]=2)[CH2:12][CH2:11]1)=[O:9])[CH3:6], predict the reaction product. The product is: [F:38][C:35]1[CH:36]=[CH:37][C:32]([NH:31][C:28]2[O:27][C:26]([C:24]3[NH:39][C:19]4[CH:18]=[C:17]([O:16][C@@H:13]5[CH2:14][CH2:15][C@H:10]([C:8]([O:7][CH2:5][CH3:6])=[O:9])[CH2:11][CH2:12]5)[CH:22]=[CH:21][C:20]=4[N:23]=3)=[N:30][N:29]=2)=[CH:33][CH:34]=1. (2) Given the reactants [CH3:1][O:2][C:3]1[CH:19]=[CH:18][C:6]([CH2:7][N:8]2[CH:12]=[C:11]([C:13](=O)[CH:14](Br)[F:15])[CH:10]=[N:9]2)=[CH:5][CH:4]=1.[CH3:20][C:21]1[N:26]=[C:25]([NH:27][C:28]([NH2:30])=[S:29])[CH:24]=[CH:23][CH:22]=1, predict the reaction product. The product is: [CH3:1][O:2][C:3]1[CH:19]=[CH:18][C:6]([CH2:7][N:8]2[CH:12]=[C:11]([C:13]3[N:30]=[C:28]([NH:27][C:25]4[CH:24]=[CH:23][CH:22]=[C:21]([CH3:20])[N:26]=4)[S:29][C:14]=3[F:15])[CH:10]=[N:9]2)=[CH:5][CH:4]=1.